From a dataset of Forward reaction prediction with 1.9M reactions from USPTO patents (1976-2016). Predict the product of the given reaction. (1) Given the reactants [CH2:1]([OH:4])[CH2:2][OH:3].C1(C)C=CC(S(O)(=O)=O)=CC=1.[Br:16][C:17]1[S:18][C:19]([CH:23]=O)=[CH:20][C:21]=1[CH3:22], predict the reaction product. The product is: [Br:16][C:17]1[S:18][C:19]([CH:23]2[O:4][CH2:1][CH2:2][O:3]2)=[CH:20][C:21]=1[CH3:22]. (2) Given the reactants [Cl:1][C:2]1[C:7]([NH:8][C:9]2[N:14]=[C:13]([S:15][C:16]#[N:17])[C:12]([N+:18]([O-])=O)=[CH:11][N:10]=2)=[CH:6][C:5]([NH:21][C:22](=[O:28])[O:23][C:24]([CH3:27])([CH3:26])[CH3:25])=[C:4]([F:29])[CH:3]=1, predict the reaction product. The product is: [NH2:17][C:16]1[S:15][C:13]2[N:14]=[C:9]([NH:8][C:7]3[C:2]([Cl:1])=[CH:3][C:4]([F:29])=[C:5]([NH:21][C:22](=[O:28])[O:23][C:24]([CH3:27])([CH3:26])[CH3:25])[CH:6]=3)[N:10]=[CH:11][C:12]=2[N:18]=1. (3) Given the reactants [CH3:1][C:2]1([CH3:14])[O:6][C@H:5]([CH2:7][N:8]2[CH:12]=[CH:11][C:10]([NH2:13])=[N:9]2)[CH2:4][O:3]1.[I:15][C:16]1[CH:17]=[N:18][N:19]([CH:23]([CH2:27][CH:28]([CH3:30])[CH3:29])[C:24](O)=[O:25])[C:20](=[O:22])[CH:21]=1.Cl.CN(C)CCCN=C=NCC, predict the reaction product. The product is: [CH3:1][C:2]1([CH3:14])[O:6][C@H:5]([CH2:7][N:8]2[CH:12]=[CH:11][C:10]([NH:13][C:24](=[O:25])[CH:23]([N:19]3[C:20](=[O:22])[CH:21]=[C:16]([I:15])[CH:17]=[N:18]3)[CH2:27][CH:28]([CH3:30])[CH3:29])=[N:9]2)[CH2:4][O:3]1. (4) Given the reactants [C:1]([O:8][CH3:9])(=[O:7])[CH2:2][C:3]([O:5][CH3:6])=[O:4].[C:10]1(=O)[CH2:14][CH2:13][CH2:12][CH2:11]1, predict the reaction product. The product is: [C:10]1([CH:2]([C:1]([O:8][CH3:9])=[O:7])[C:3]([O:5][CH3:6])=[O:4])[CH2:14][CH2:13][CH2:12][CH:11]=1. (5) Given the reactants Cl.[NH2:2][CH2:3][C@@H:4]([C:6]1[C:14]2[S:13][C:12](=[O:15])[NH:11][C:10]=2[C:9]([OH:16])=[CH:8][CH:7]=1)[OH:5].[C:17]([O:21][C:22](=[O:39])[N:23]([CH2:32][CH2:33][CH2:34][S:35][CH2:36][CH:37]=O)[CH2:24][CH2:25][C:26]1[CH:31]=[CH:30][CH:29]=[CH:28][CH:27]=1)([CH3:20])([CH3:19])[CH3:18], predict the reaction product. The product is: [OH:5][C@H:4]([C:6]1[C:14]2[S:13][C:12](=[O:15])[NH:11][C:10]=2[C:9]([OH:16])=[CH:8][CH:7]=1)[CH2:3][NH:2][CH2:37][CH2:36][S:35][CH2:34][CH2:33][CH2:32][N:23]([CH2:24][CH2:25][C:26]1[CH:27]=[CH:28][CH:29]=[CH:30][CH:31]=1)[C:22](=[O:39])[O:21][C:17]([CH3:20])([CH3:19])[CH3:18].